The task is: Predict the product of the given reaction.. This data is from Forward reaction prediction with 1.9M reactions from USPTO patents (1976-2016). (1) Given the reactants [CH3:1][O:2][CH:3]([O:13][CH3:14])[CH2:4][NH:5][CH2:6][C:7]1[S:8][C:9]([CH3:12])=[CH:10][CH:11]=1.C(N(CC)CC)C.[C:22]1([CH3:32])[CH:27]=[CH:26][C:25]([S:28](Cl)(=[O:30])=[O:29])=[CH:24][CH:23]=1, predict the reaction product. The product is: [CH3:1][O:2][CH:3]([O:13][CH3:14])[CH2:4][N:5]([CH2:6][C:7]1[S:8][C:9]([CH3:12])=[CH:10][CH:11]=1)[S:28]([C:25]1[CH:26]=[CH:27][C:22]([CH3:32])=[CH:23][CH:24]=1)(=[O:30])=[O:29]. (2) Given the reactants [C:1]([SiH2:5][O:6][C:7]([CH3:17])([CH3:16])[C:8]1[O:12][C:11]([CH2:13]O)=[N:10][C:9]=1[CH3:15])([CH3:4])([CH3:3])[CH3:2].C(N(CC)CC)C.CS([Cl:29])(=O)=O.O, predict the reaction product. The product is: [C:1]([SiH2:5][O:6][C:7]([CH3:17])([CH3:16])[C:8]1[O:12][C:11]([CH2:13][Cl:29])=[N:10][C:9]=1[CH3:15])([CH3:4])([CH3:3])[CH3:2]. (3) Given the reactants N1C=CC(/C=C/C(O)=O)=C1.[C:11]([O:15][C:16](=[O:24])/[CH:17]=[CH:18]/[C:19]1[CH:23]=[CH:22][NH:21][CH:20]=1)([CH3:14])([CH3:13])[CH3:12].[N:25]1[CH:30]=[CH:29][CH:28]=[CH:27][C:26]=1[C:31]1[S:35][C:34]([S:36](Cl)(=[O:38])=[O:37])=[CH:33][CH:32]=1, predict the reaction product. The product is: [C:11]([O:15][C:16](=[O:24])/[CH:17]=[CH:18]/[C:19]1[CH:23]=[CH:22][N:21]([S:36]([C:34]2[S:35][C:31]([C:26]3[CH:27]=[CH:28][CH:29]=[CH:30][N:25]=3)=[CH:32][CH:33]=2)(=[O:37])=[O:38])[CH:20]=1)([CH3:14])([CH3:12])[CH3:13]. (4) The product is: [CH3:40][O:39][C:33]1[CH:32]=[C:31]([C:28]2[N:24]3[CH:25]=[CH:26][N:27]=[C:22]([NH:21][CH2:20][C:17]4[CH:16]=[CH:15][C:14]([CH2:13][OH:12])=[CH:19][CH:18]=4)[C:23]3=[N:30][CH:29]=2)[CH:36]=[CH:35][C:34]=1[O:37][CH3:38]. Given the reactants [H-].C([Al+]CC(C)C)C(C)C.C[O:12][C:13](=O)[C:14]1[CH:19]=[CH:18][C:17]([CH2:20][NH:21][C:22]2[C:23]3[N:24]([C:28]([C:31]4[CH:36]=[CH:35][C:34]([O:37][CH3:38])=[C:33]([O:39][CH3:40])[CH:32]=4)=[CH:29][N:30]=3)[CH:25]=[CH:26][N:27]=2)=[CH:16][CH:15]=1, predict the reaction product. (5) Given the reactants [CH3:1][N:2]([CH3:52])[CH2:3][CH2:4][CH2:5][O:6][C:7]1[CH:12]=[CH:11][C:10]([C:13]2[CH:14]=[C:15]3[C:21]([C:22]4[C:23]([CH3:36])=[N:24][N:25]([CH2:28][C:29]5[CH:34]=[CH:33][CH:32]=[C:31]([F:35])[CH:30]=5)[C:26]=4[CH3:27])=[CH:20][N:19](S(C4C=CC(C)=CC=4)(=O)=O)[C:16]3=[N:17][CH:18]=2)=[CH:9][C:8]=1[NH:47][S:48]([CH3:51])(=[O:50])=[O:49].[OH-].[Li+], predict the reaction product. The product is: [CH3:52][N:2]([CH3:1])[CH2:3][CH2:4][CH2:5][O:6][C:7]1[CH:12]=[CH:11][C:10]([C:13]2[CH:14]=[C:15]3[C:21]([C:22]4[C:23]([CH3:36])=[N:24][N:25]([CH2:28][C:29]5[CH:34]=[CH:33][CH:32]=[C:31]([F:35])[CH:30]=5)[C:26]=4[CH3:27])=[CH:20][NH:19][C:16]3=[N:17][CH:18]=2)=[CH:9][C:8]=1[NH:47][S:48]([CH3:51])(=[O:50])=[O:49].